This data is from Reaction yield outcomes from USPTO patents with 853,638 reactions. The task is: Predict the reaction yield, written as a fraction of the theoretical maximum amount of product (1.0 means a 100% yield; for example, 0.34 means a 34% yield). (1) No catalyst specified. The yield is 0.200. The product is [CH2:24]([NH:31][C:32]([C:34]1[S:38][C:37]([N:39]2[CH2:43][CH2:42][N:8]([CH2:7][C:6]3[CH:9]=[C:10]([CH:3]=[CH:4][CH:5]=3)[C:17]([O:19][CH2:20][CH3:21])=[O:18])[C:40]2=[O:44])=[N:36][C:35]=1[CH3:45])=[O:33])[C:25]1[CH:26]=[CH:27][CH:28]=[CH:29][CH:30]=1. The reactants are ClC[C:3]1[CH:10]=[CH:9][C:6]([C:7]#[N:8])=[CH:5][CH:4]=1.BrCC1C=CC([C:17]([O:19][CH2:20][CH3:21])=[O:18])=CC=1.[CH2:24]([NH:31][C:32]([C:34]1[S:38][C:37]([N:39]2[CH2:43][CH2:42]N[C:40]2=[O:44])=[N:36][C:35]=1[CH3:45])=[O:33])[C:25]1[CH:30]=[CH:29][CH:28]=[CH:27][CH:26]=1. (2) The reactants are ClC(OCC)=O.[CH2:7]([O:14][C:15]1[CH:20]=[CH:19][C:18]([C@@H:21]2[CH2:23][C@H:22]2[C:24]([OH:26])=O)=[CH:17][CH:16]=1)[C:8]1[CH:13]=[CH:12][CH:11]=[CH:10][CH:9]=1.C(N(CC)CC)C.[N-:34]=[N+:35]=[N-:36].[Na+]. The catalyst is CC(C)=O.O. The product is [CH2:7]([O:14][C:15]1[CH:20]=[CH:19][C:18]([C@@H:21]2[CH2:23][C@H:22]2[C:24]([N:34]=[N+:35]=[N-:36])=[O:26])=[CH:17][CH:16]=1)[C:8]1[CH:13]=[CH:12][CH:11]=[CH:10][CH:9]=1. The yield is 0.859. (3) The reactants are Br[C:2]1[CH:3]=[N:4][C:5]([NH:8][C:9]2[CH:14]=[CH:13][C:12]([CH:15]([OH:20])[C:16]([F:19])([F:18])[F:17])=[CH:11][CH:10]=2)=[N:6][CH:7]=1.[F:21][C:22]1[CH:29]=[CH:28][C:25]([NH:26][CH3:27])=[CH:24][CH:23]=1.C1(P(C2CCCCC2)C2C=CC=CC=2C2C=CC=CC=2)CCCCC1.[Li+].C[Si]([N-][Si](C)(C)C)(C)C. The catalyst is C1COCC1.C(OCC)(=O)C. The product is [OH:20][CH:15]([C:12]1[CH:13]=[CH:14][C:9]([NH:8][C:5]2[N:4]=[CH:3][C:2]([N:26]([C:25]3[CH:28]=[CH:29][C:22]([F:21])=[CH:23][CH:24]=3)[CH3:27])=[CH:7][N:6]=2)=[CH:10][CH:11]=1)[C:16]([F:19])([F:18])[F:17]. The yield is 0.180. (4) The reactants are [F:1][C:2]1[CH:3]=[C:4]([C:8]2[C:17]3[C:12](=[CH:13][CH:14]=[C:15]([O:18][CH3:19])[CH:16]=3)[NH:11][C:10](=O)[C:9]=2[C:21]#[N:22])[CH:5]=[CH:6][CH:7]=1.O=P(Cl)(Cl)[Cl:25]. The catalyst is CCOC(C)=O. The product is [Cl:25][C:10]1[C:9]([C:21]#[N:22])=[C:8]([C:4]2[CH:5]=[CH:6][CH:7]=[C:2]([F:1])[CH:3]=2)[C:17]2[C:12](=[CH:13][CH:14]=[C:15]([O:18][CH3:19])[CH:16]=2)[N:11]=1. The yield is 0.660. (5) The reactants are Cl[C:2]1[C:11]2[C:6](=[CH:7][CH:8]=[C:9]([Cl:12])[N:10]=2)[N:5]=[CH:4][C:3]=1[C:13]([CH:15]1[CH2:17][CH2:16]1)=[O:14].[C:18]([O:22][C:23](=[O:38])[NH:24][C@@H:25]1[CH2:30][CH2:29][CH2:28][N:27]([C:31]2[CH:36]=[CH:35][C:34]([NH2:37])=[CH:33][N:32]=2)[CH2:26]1)([CH3:21])([CH3:20])[CH3:19]. No catalyst specified. The product is [C:18]([O:22][C:23](=[O:38])[NH:24][C@@H:25]1[CH2:30][CH2:29][CH2:28][N:27]([C:31]2[CH:36]=[CH:35][C:34]([NH:37][C:2]3[C:11]4[C:6](=[CH:7][CH:8]=[C:9]([Cl:12])[N:10]=4)[N:5]=[CH:4][C:3]=3[C:13]([CH:15]3[CH2:17][CH2:16]3)=[O:14])=[CH:33][N:32]=2)[CH2:26]1)([CH3:21])([CH3:19])[CH3:20]. The yield is 0.760. (6) The product is [Cl:11][C:12]1[CH:17]=[CH:16][C:15]([S:18]([NH:1][C:2]2[C:3]([C:9]([OH:29])=[O:26])=[N:4][CH:5]=[C:6]([CH3:8])[CH:7]=2)(=[O:20])=[O:19])=[CH:14][C:13]=1[C:22]([F:25])([F:24])[F:23]. The yield is 0.880. The catalyst is N1C=CC=CC=1.C1COCC1.O1CCOCC1. The reactants are [NH2:1][C:2]1[C:3]([C:9]#N)=[N:4][CH:5]=[C:6]([CH3:8])[CH:7]=1.[Cl:11][C:12]1[CH:17]=[CH:16][C:15]([S:18](Cl)(=[O:20])=[O:19])=[CH:14][C:13]=1[C:22]([F:25])([F:24])[F:23].[OH-:26].[Na+].Cl.[OH2:29]. (7) The reactants are [N:1]1[CH:6]=[CH:5][C:4]([CH:7]([NH:9][C:10]([C:12]2[C:20]3[C:15](=[N:16][CH:17]=[C:18]([C:21]4[C:29]5[C:24](=[CH:25][C:26]([F:30])=[CH:27][CH:28]=5)[NH:23][N:22]=4)[N:19]=3)[N:14]([CH2:31][O:32][CH2:33][CH2:34][Si:35]([CH3:38])([CH3:37])[CH3:36])[CH:13]=2)=[O:11])[CH3:8])=[CH:3][CH:2]=1.[H-].[Na+].Cl.Br[CH2:43][CH2:44][N:45]1[CH2:50][CH2:49][O:48][CH2:47][CH2:46]1. The yield is 0.580. The catalyst is CN(C=O)C. The product is [N:1]1[CH:2]=[CH:3][C:4]([CH:7]([NH:9][C:10]([C:12]2[C:20]3[C:15](=[N:16][CH:17]=[C:18]([C:21]4[C:29]5[C:24](=[CH:25][C:26]([F:30])=[CH:27][CH:28]=5)[N:23]([CH2:43][CH2:44][N:45]5[CH2:50][CH2:49][O:48][CH2:47][CH2:46]5)[N:22]=4)[N:19]=3)[N:14]([CH2:31][O:32][CH2:33][CH2:34][Si:35]([CH3:37])([CH3:36])[CH3:38])[CH:13]=2)=[O:11])[CH3:8])=[CH:5][CH:6]=1. (8) The reactants are O[C:2]1([C:22]2[C:27]([O:28][CH2:29][O:30][CH3:31])=[CH:26][N:25]=[C:24]([O:32][CH3:33])[CH:23]=2)[C:10]2[C:5](=[CH:6][CH:7]=[CH:8][CH:9]=2)[N:4]([CH2:11][C:12]2[O:13][C:14]([C:17]([F:20])([F:19])[F:18])=[CH:15][CH:16]=2)[C:3]1=[O:21].C(N(CC)CC)C.S(Cl)(Cl)=O. The catalyst is ClCCl.[Zn]. The product is [CH3:33][O:32][C:24]1[CH:23]=[C:22]([CH:2]2[C:10]3[C:5](=[CH:6][CH:7]=[CH:8][CH:9]=3)[N:4]([CH2:11][C:12]3[O:13][C:14]([C:17]([F:19])([F:20])[F:18])=[CH:15][CH:16]=3)[C:3]2=[O:21])[C:27]([O:28][CH2:29][O:30][CH3:31])=[CH:26][N:25]=1. The yield is 0.470. (9) The product is [O:5]=[C:6]1[NH:23][C:22]2[CH:21]=[C:16]([C:17]([O:19][CH3:20])=[O:18])[CH:15]=[N:14][C:13]=2[N:9]2[CH2:10][CH2:11][CH2:12][CH:8]2[CH2:7]1. The yield is 0.724. The catalyst is ClCCl.[NH4+].[O-][V](=O)=O.[Pt]. The reactants are C([O:5][C:6](=O)[CH2:7][CH:8]1[CH2:12][CH2:11][CH2:10][N:9]1[C:13]1[C:22]([N+:23]([O-])=O)=[CH:21][C:16]([C:17]([O:19][CH3:20])=[O:18])=[CH:15][N:14]=1)(C)(C)C.P(OC1C=CC=CC=1)(OC1C=CC=CC=1)OC1C=CC=CC=1. (10) The reactants are II.[Br-].[C:4]1([CH:10]([C:13]2[CH:18]=[CH:17][CH:16]=[CH:15][CH:14]=2)[CH:11]=[O:12])[CH:9]=[CH:8][CH:7]=[CH:6][CH:5]=1.C([O-])(O)=O.[Na+]. The catalyst is C(OCC)C.BrCCC=C. The product is [C:13]1([CH:10]([C:4]2[CH:5]=[CH:6][CH:7]=[CH:8][CH:9]=2)[CH:11]([OH:12])[CH2:6][CH2:5][CH:4]=[CH2:9])[CH:14]=[CH:15][CH:16]=[CH:17][CH:18]=1. The yield is 0.910.